Dataset: CYP2D6 inhibition data for predicting drug metabolism from PubChem BioAssay. Task: Regression/Classification. Given a drug SMILES string, predict its absorption, distribution, metabolism, or excretion properties. Task type varies by dataset: regression for continuous measurements (e.g., permeability, clearance, half-life) or binary classification for categorical outcomes (e.g., BBB penetration, CYP inhibition). Dataset: cyp2d6_veith. (1) The drug is N#Cc1cc2c(nc1SC1CCCCC1O)CCCC2. The result is 0 (non-inhibitor). (2) The compound is Cc1ccccc1C(=O)Nc1cccc(NC(=S)NC(=O)c2cccs2)c1. The result is 0 (non-inhibitor).